Predict the reactants needed to synthesize the given product. From a dataset of Full USPTO retrosynthesis dataset with 1.9M reactions from patents (1976-2016). (1) Given the product [F:42][C:41]([F:44])([F:43])[S:38]([O:10][C:8]1[CH:7]=[CH:6][C:5]([N:11]2[CH:16]=[C:15]([O:17][CH3:18])[C:14](=[O:19])[C:13]([C:20]3[N:24]([C:25]4[CH:26]=[CH:27][CH:28]=[CH:29][CH:30]=4)[N:23]=[CH:22][CH:21]=3)=[N:12]2)=[C:4]([F:3])[CH:9]=1)(=[O:40])=[O:39], predict the reactants needed to synthesize it. The reactants are: [H-].[Na+].[F:3][C:4]1[CH:9]=[C:8]([OH:10])[CH:7]=[CH:6][C:5]=1[N:11]1[CH:16]=[C:15]([O:17][CH3:18])[C:14](=[O:19])[C:13]([C:20]2[N:24]([C:25]3[CH:30]=[CH:29][CH:28]=[CH:27][CH:26]=3)[N:23]=[CH:22][CH:21]=2)=[N:12]1.C1C=CC(N([S:38]([C:41]([F:44])([F:43])[F:42])(=[O:40])=[O:39])[S:38]([C:41]([F:44])([F:43])[F:42])(=[O:40])=[O:39])=CC=1. (2) Given the product [C:13]1([P:19]([C:4](=[O:5])[C:3]2[C:2]([CH3:1])=[CH:10][C:9]([CH3:11])=[CH:8][C:7]=2[CH3:12])(=[O:20])[O-:22])[CH:18]=[CH:17][CH:16]=[CH:15][CH:14]=1.[Li+:25], predict the reactants needed to synthesize it. The reactants are: [CH3:1][C:2]1[CH:10]=[C:9]([CH3:11])[CH:8]=[C:7]([CH3:12])[C:3]=1[C:4](Cl)=[O:5].[C:13]1([P:19]([O:22]C)[O:20]C)[CH:18]=[CH:17][CH:16]=[CH:15][CH:14]=1.[Br-].[Li+:25]. (3) Given the product [C:1]([O:5][CH2:6][CH2:7][C:8]1[CH:9]=[CH:10][C:11]([N:14]2[C:18]3[CH:19]=[CH:20][C:21]([NH2:23])=[CH:22][C:17]=3[N:16]=[C:15]2[CH2:26][CH3:27])=[CH:12][CH:13]=1)(=[O:4])[CH2:2][CH3:3], predict the reactants needed to synthesize it. The reactants are: [C:1]([O:5][CH2:6][CH2:7][C:8]1[CH:13]=[CH:12][C:11]([N:14]2[C:18]3[CH:19]=[CH:20][C:21]([N+:23]([O-])=O)=[CH:22][C:17]=3[N:16]=[C:15]2[CH2:26][CH3:27])=[CH:10][CH:9]=1)(=[O:4])[CH2:2][CH3:3].[Cl-].[NH4+]. (4) Given the product [CH:10]1([C:8]2[N:7]([CH:13]([CH3:15])[CH3:14])[C:4]([C:1](=[O:3])[CH3:2])=[CH:5][N:6]=2)[CH2:12][CH2:11]1, predict the reactants needed to synthesize it. The reactants are: [C:1](/[C:4](/[N:7]([CH:13]([CH3:15])[CH3:14])[C:8]([CH:10]1[CH2:12][CH2:11]1)=O)=[CH:5]/[NH2:6])(=[O:3])[CH3:2].[OH-].[Na+]. (5) Given the product [CH3:1][O:2][CH2:3][CH2:4][O:5][C:6]1[CH:11]=[CH:10][N:9]2[C:12]([C:15]3[CH:24]=[CH:23][C:22]4[C:17](=[C:18]([O:25][CH2:51][CH:48]5[CH2:49][CH2:50][N:46]([CH3:45])[CH2:47]5)[CH:19]=[CH:20][CH:21]=4)[N:16]=3)=[CH:13][N:14]=[C:8]2[CH:7]=1, predict the reactants needed to synthesize it. The reactants are: [CH3:1][O:2][CH2:3][CH2:4][O:5][C:6]1[CH:11]=[CH:10][N:9]2[C:12]([C:15]3[CH:24]=[CH:23][C:22]4[C:17](=[C:18]([OH:25])[CH:19]=[CH:20][CH:21]=4)[N:16]=3)=[CH:13][N:14]=[C:8]2[CH:7]=1.C1(P(C2C=CC=CC=2)C2C=CC=CC=2)C=CC=CC=1.[CH3:45][N:46]1[CH2:50][CH2:49][CH:48]([CH2:51]O)[CH2:47]1.N(C(OCC)=O)=NC(OCC)=O.C(=O)(O)[O-].[Na+]. (6) Given the product [CH3:28][O:27][C:26]1[CH:25]=[CH:24][C:8]([C:9]([NH:11][C:12]2[CH:13]=[N:14][C:15]([C:18]3[CH:23]=[CH:22][CH:21]=[CH:20][CH:19]=3)=[CH:16][CH:17]=2)=[O:10])=[CH:7][C:6]=1[NH:5][C:3](=[O:4])[CH2:2][N:29]1[CH2:34][CH2:33][O:32][CH2:31][CH2:30]1, predict the reactants needed to synthesize it. The reactants are: Cl[CH2:2][C:3]([NH:5][C:6]1[CH:7]=[C:8]([CH:24]=[CH:25][C:26]=1[O:27][CH3:28])[C:9]([NH:11][C:12]1[CH:13]=[N:14][C:15]([C:18]2[CH:23]=[CH:22][CH:21]=[CH:20][CH:19]=2)=[CH:16][CH:17]=1)=[O:10])=[O:4].[NH:29]1[CH2:34][CH2:33][O:32][CH2:31][CH2:30]1.C(N(CC)CC)C.[I-].[K+]. (7) Given the product [N:8]([CH2:7][C:6]1[CH:9]=[CH:10][CH:11]=[C:4]([N+:1]([O-:3])=[O:2])[CH:5]=1)=[C:13]=[O:12], predict the reactants needed to synthesize it. The reactants are: [N+:1]([C:4]1[CH:5]=[C:6]([CH:9]=[CH:10][CH:11]=1)[CH2:7][NH2:8])([O-:3])=[O:2].[O:12]=[C:13](Cl)OC(Cl)(Cl)Cl. (8) Given the product [C:1]([N:11]1[CH2:15][CH2:14][C@H:13]([NH2:16])[CH2:12]1)([O:3][CH2:4][C:5]1[CH:10]=[CH:9][CH:8]=[CH:7][CH:6]=1)=[O:2], predict the reactants needed to synthesize it. The reactants are: [C:1]([N:11]1[CH2:15][CH2:14][C@H:13]([NH:16]C(OC(C)(C)C)=O)[CH2:12]1)([O:3][CH2:4][C:5]1[CH:10]=[CH:9][CH:8]=[CH:7][CH:6]=1)=[O:2].Cl. (9) Given the product [CH2:1]([O:3][C:4](=[O:26])[C:5]1[CH:10]=[CH:9][C:8]([N:11]2[CH2:15][CH2:14][CH:13]([NH:16][C:17]([O:19][C:20]([CH3:23])([CH3:22])[CH3:21])=[O:18])[CH2:12]2)=[C:7]([F:24])[C:6]=1[NH:30][CH:27]1[CH2:29][CH2:28]1)[CH3:2], predict the reactants needed to synthesize it. The reactants are: [CH2:1]([O:3][C:4](=[O:26])[C:5]1[CH:10]=[CH:9][C:8]([N:11]2[CH2:15][CH2:14][CH:13]([NH:16][C:17]([O:19][C:20]([CH3:23])([CH3:22])[CH3:21])=[O:18])[CH2:12]2)=[C:7]([F:24])[C:6]=1F)[CH3:2].[CH:27]1([NH2:30])[CH2:29][CH2:28]1.